This data is from Merck oncology drug combination screen with 23,052 pairs across 39 cell lines. The task is: Regression. Given two drug SMILES strings and cell line genomic features, predict the synergy score measuring deviation from expected non-interaction effect. (1) Drug 1: COc1cccc2c1C(=O)c1c(O)c3c(c(O)c1C2=O)CC(O)(C(=O)CO)CC3OC1CC(N)C(O)C(C)O1. Drug 2: COC1=C2CC(C)CC(OC)C(O)C(C)C=C(C)C(OC(N)=O)C(OC)C=CC=C(C)C(=O)NC(=CC1=O)C2=O. Cell line: NCIH1650. Synergy scores: synergy=-13.4. (2) Drug 1: CC(C)CC(NC(=O)C(Cc1ccccc1)NC(=O)c1cnccn1)B(O)O. Drug 2: CNC(=O)c1cc(Oc2ccc(NC(=O)Nc3ccc(Cl)c(C(F)(F)F)c3)cc2)ccn1. Cell line: UWB1289. Synergy scores: synergy=-9.94. (3) Drug 2: CC1(c2nc3c(C(N)=O)cccc3[nH]2)CCCN1. Cell line: OV90. Synergy scores: synergy=-9.02. Drug 1: COc1cc(C2c3cc4c(cc3C(OC3OC5COC(C)OC5C(O)C3O)C3COC(=O)C23)OCO4)cc(OC)c1O. (4) Drug 1: O=P1(N(CCCl)CCCl)NCCCO1. Drug 2: COC1=C2CC(C)CC(OC)C(O)C(C)C=C(C)C(OC(N)=O)C(OC)C=CC=C(C)C(=O)NC(=CC1=O)C2=O. Cell line: CAOV3. Synergy scores: synergy=-6.54.